This data is from Forward reaction prediction with 1.9M reactions from USPTO patents (1976-2016). The task is: Predict the product of the given reaction. (1) Given the reactants [CH2:1]([O:3][C:4](=[O:23])[CH2:5][CH:6]1[CH2:11][CH2:10][N:9]([C:12]2[C:17]([NH2:18])=[CH:16][CH:15]=[C:14]([C:19]([F:22])([F:21])[F:20])[N:13]=2)[CH2:8][CH2:7]1)[CH3:2].C(N(CC)CC)C.[Cl:31][C:32]1[CH:33]=[C:34]([CH:38]=[CH:39][CH:40]=1)[C:35](Cl)=[O:36], predict the reaction product. The product is: [CH2:1]([O:3][C:4](=[O:23])[CH2:5][CH:6]1[CH2:11][CH2:10][N:9]([C:12]2[C:17]([NH:18][C:35](=[O:36])[C:34]3[CH:38]=[CH:39][CH:40]=[C:32]([Cl:31])[CH:33]=3)=[CH:16][CH:15]=[C:14]([C:19]([F:21])([F:22])[F:20])[N:13]=2)[CH2:8][CH2:7]1)[CH3:2]. (2) Given the reactants [CH3:1][C:2]([CH3:7])([CH3:6])[CH2:3][CH2:4][NH2:5].[CH3:8][N:9]1[CH:13]=[CH:12][N:11]=[C:10]1[CH:14]=O.[BH4-].[Na+], predict the reaction product. The product is: [CH3:1][C:2]([CH3:7])([CH3:6])[CH2:3][CH2:4][NH:5][CH2:14][C:10]1[N:9]([CH3:8])[CH:13]=[CH:12][N:11]=1. (3) Given the reactants [C:1]([O:5][C:6]([NH:8][C@@H:9]([CH3:13])[C:10](O)=[O:11])=[O:7])([CH3:4])([CH3:3])[CH3:2].C(N1C=CN=C1)(N1C=CN=C1)=O.C(N(CC)CC)C.Cl.CNOC.Cl.CON(C)C(=O)[C@@H](NC(=O)OC(C)(C)C)C.[H-].[Al+3].[Li+].[H-].[H-].[H-].C(O)(=O)CC(CC(O)=O)(C(O)=O)O, predict the reaction product. The product is: [CH3:13][C@H:9]([NH:8][C:6](=[O:7])[O:5][C:1]([CH3:4])([CH3:3])[CH3:2])[CH:10]=[O:11]. (4) Given the reactants Cl[C:2]1[N:7]=[C:6]([CH:8]([CH3:10])[CH3:9])[CH:5]=[C:4]([C:11]2[CH:16]=[CH:15][C:14]([C:17]([F:20])([F:19])[F:18])=[CH:13][CH:12]=2)[N:3]=1.[Br:21][C:22]1[N:23]=[CH:24][NH:25][CH:26]=1, predict the reaction product. The product is: [Br:21][C:22]1[N:23]=[CH:24][N:25]([C:2]2[N:7]=[C:6]([CH:8]([CH3:10])[CH3:9])[CH:5]=[C:4]([C:11]3[CH:16]=[CH:15][C:14]([C:17]([F:20])([F:19])[F:18])=[CH:13][CH:12]=3)[N:3]=2)[CH:26]=1. (5) Given the reactants O.C(=O)(O)[O-].[Na+].C1(C)C=CC(C([C@](C(O)=O)(O)[C@](C(C2C=CC(C)=CC=2)=O)(O)C(O)=O)=O)=CC=1.[N:35]1[CH:40]=[CH:39][CH:38]=[C:37]([CH2:41][C@H:42]2[C:47](=[O:48])[CH:46]3[CH2:49][CH2:50][N:43]2[CH2:44][CH2:45]3)[CH:36]=1, predict the reaction product. The product is: [N:35]1[CH:40]=[CH:39][CH:38]=[C:37]([CH2:41][C@H:42]2[C:47](=[O:48])[CH:46]3[CH2:45][CH2:44][N:43]2[CH2:50][CH2:49]3)[CH:36]=1.